From a dataset of Full USPTO retrosynthesis dataset with 1.9M reactions from patents (1976-2016). Predict the reactants needed to synthesize the given product. (1) Given the product [NH2:9][C:4]1[CH:5]=[N:6][CH:7]=[CH:8][C:3]=1[O:2][CH3:1], predict the reactants needed to synthesize it. The reactants are: [CH3:1][O:2][C:3]1[CH:8]=[CH:7][N:6]=[CH:5][C:4]=1[N+:9]([O-])=O.C(OCC)(=O)C.CCCCCC. (2) The reactants are: C(O)(=O)C.OO.[NH2:7][C:8]1[N:12]=[C:11]([SH:13])[NH:10][N:9]=1.[OH-].[Na+]. Given the product [NH2:7][C:8]1[N:12]=[C:11]([S:13][S:13][C:11]2[NH:10][N:9]=[C:8]([NH2:7])[N:12]=2)[NH:10][N:9]=1, predict the reactants needed to synthesize it. (3) Given the product [Cl:33][C:30]1[CH:31]=[CH:32][C:27]([C:22]2[CH:23]=[C:24]([CH3:26])[N:25]=[C:20]([C:16]3[CH:15]=[C:14]([C:11]4[S:10][C:9]([S:6]([NH2:5])(=[O:7])=[O:8])=[CH:13][CH:12]=4)[CH:19]=[CH:18][CH:17]=3)[N:21]=2)=[CH:28][C:29]=1[CH3:34], predict the reactants needed to synthesize it. The reactants are: C([NH:5][S:6]([C:9]1[S:10][C:11]([C:14]2[CH:19]=[CH:18][CH:17]=[C:16]([C:20]3[N:25]=[C:24]([CH3:26])[CH:23]=[C:22]([C:27]4[CH:32]=[CH:31][C:30]([Cl:33])=[C:29]([CH3:34])[CH:28]=4)[N:21]=3)[CH:15]=2)=[CH:12][CH:13]=1)(=[O:8])=[O:7])(C)(C)C.C(O)(C(F)(F)F)=O.